This data is from Reaction yield outcomes from USPTO patents with 853,638 reactions. The task is: Predict the reaction yield, written as a fraction of the theoretical maximum amount of product (1.0 means a 100% yield; for example, 0.34 means a 34% yield). (1) The reactants are F[C:2]1[C:3]([N+:18]([O-:20])=[O:19])=[C:4]([N:12]2[CH:16]=[C:15]([CH3:17])[N:14]=[CH:13]2)[CH:5]=[C:6]([C:8]([F:11])([F:10])[F:9])[CH:7]=1.[CH3:21][O-:22].[Na+].CO.O. The catalyst is CO. The product is [CH3:21][O:22][C:2]1[C:3]([N+:18]([O-:20])=[O:19])=[C:4]([N:12]2[CH:16]=[C:15]([CH3:17])[N:14]=[CH:13]2)[CH:5]=[C:6]([C:8]([F:11])([F:10])[F:9])[CH:7]=1. The yield is 0.900. (2) The reactants are C(=O)([O-])[O-].[K+].[K+].Br[CH2:8][CH2:9][CH2:10][CH2:11][O:12][C:13]1[CH:18]=[CH:17][C:16]([C:19](=[O:24])[CH2:20][CH:21]([CH3:23])[CH3:22])=[C:15]([OH:25])[C:14]=1[CH3:26].[OH:27][C:28]1[CH:37]=[C:36]2[C:31]([CH:32]=[CH:33][C:34](=[O:38])[O:35]2)=[CH:30][CH:29]=1. The catalyst is CC(C)=O. The product is [OH:25][C:15]1[C:14]([CH3:26])=[C:13]([CH:18]=[CH:17][C:16]=1[C:19](=[O:24])[CH2:20][CH:21]([CH3:23])[CH3:22])[O:12][CH2:11][CH2:10][CH2:9][CH2:8][O:27][C:28]1[CH:37]=[C:36]2[C:31]([CH:32]=[CH:33][C:34](=[O:38])[O:35]2)=[CH:30][CH:29]=1. The yield is 0.630.